Dataset: Full USPTO retrosynthesis dataset with 1.9M reactions from patents (1976-2016). Task: Predict the reactants needed to synthesize the given product. (1) Given the product [Br-:23].[CH:1]1([C:6]([C:17]2[CH:22]=[CH:21][CH:20]=[CH:19][CH:18]=2)([OH:16])[C:7]([O:9][CH:10]2[CH2:14][CH2:13][N+:12]([CH2:24][C:25]([O:27][CH2:28][CH3:29])=[O:26])([CH3:15])[CH2:11]2)=[O:8])[CH2:5][CH2:4][CH2:3][CH2:2]1, predict the reactants needed to synthesize it. The reactants are: [CH:1]1([C:6]([C:17]2[CH:22]=[CH:21][CH:20]=[CH:19][CH:18]=2)([OH:16])[C:7]([O:9][CH:10]2[CH2:14][CH2:13][N:12]([CH3:15])[CH2:11]2)=[O:8])[CH2:5][CH2:4][CH2:3][CH2:2]1.[Br:23][CH2:24][C:25]([O:27][CH2:28][CH3:29])=[O:26].C(OCC)C. (2) The reactants are: [ClH:1].[CH2:2]([N:5]1[CH2:10][CH2:9][N:8]([C:11]2[CH:16]=[CH:15][C:14]([C:17]([NH:19][C:20]3([C:26]([OH:28])=[O:27])[CH2:25][CH2:24][CH2:23][CH2:22][CH2:21]3)=O)=[CH:13][CH:12]=2)[CH2:7][CH2:6]1)[CH2:3][CH3:4]. Given the product [ClH:1].[CH2:2]([N:5]1[CH2:6][CH2:7][N:8]([C:11]2[CH:16]=[CH:15][C:14]([C:17]3[O:28][C:26](=[O:27])[C:20]4([CH2:21][CH2:22][CH2:23][CH2:24][CH2:25]4)[N:19]=3)=[CH:13][CH:12]=2)[CH2:9][CH2:10]1)[CH2:3][CH3:4], predict the reactants needed to synthesize it. (3) Given the product [C:37]([O:36][C:34]([N:22]1[CH2:23][CH2:24][CH:19]([C:17](=[O:18])[C:16]2[CH:15]=[CH:14][C:13]([F:12])=[CH:26][CH:25]=2)[CH2:20][CH2:21]1)=[O:35])([CH3:40])([CH3:39])[CH3:38], predict the reactants needed to synthesize it. The reactants are: C1(C)C=CC(S(O)(=O)=O)=CC=1.[F:12][C:13]1[CH:26]=[CH:25][C:16]([C:17]([CH:19]2[CH2:24][CH2:23][NH:22][CH2:21][CH2:20]2)=[O:18])=[CH:15][CH:14]=1.C(N(CC)CC)C.[C:34](OC([O-])=O)([O:36][C:37]([CH3:40])([CH3:39])[CH3:38])=[O:35]. (4) Given the product [CH2:1]([O:3][C:4]([C:6]1[CH:7]=[N:8][C:9]2[C:14]([C:15]=1[NH:26][CH2:25][C:24]1[CH:27]=[CH:28][C:21]([O:20][CH3:19])=[CH:22][CH:23]=1)=[CH:13][CH:12]=[CH:11][C:10]=2[O:17][CH3:18])=[O:5])[CH3:2], predict the reactants needed to synthesize it. The reactants are: [CH2:1]([O:3][C:4]([C:6]1[CH:7]=[N:8][C:9]2[C:14]([C:15]=1Cl)=[CH:13][CH:12]=[CH:11][C:10]=2[O:17][CH3:18])=[O:5])[CH3:2].[CH3:19][O:20][C:21]1[CH:28]=[CH:27][C:24]([CH2:25][NH2:26])=[CH:23][CH:22]=1. (5) The reactants are: O[CH2:2][CH2:3][N:4]([CH2:14][CH2:15]O)[C:5]1[C:9]2[CH:10]=[CH:11][CH:12]=[CH:13][C:8]=2[S:7][N:6]=1.C([N:19](CC)CC)C.CS(Cl)(=O)=O. Given the product [N:4]1([C:5]2[C:9]3[CH:10]=[CH:11][CH:12]=[CH:13][C:8]=3[S:7][N:6]=2)[CH2:14][CH2:15][NH:19][CH2:2][CH2:3]1, predict the reactants needed to synthesize it. (6) Given the product [C:1]([O:5][C:6]([N:8]1[CH2:13][CH2:12][CH:11]([CH2:14][CH2:15][CH2:16][C:17]([C:19]2[O:20][C:21]([C:24]([OH:26])=[O:25])=[CH:22][N:23]=2)=[O:18])[CH2:10][CH2:9]1)=[O:7])([CH3:4])([CH3:2])[CH3:3], predict the reactants needed to synthesize it. The reactants are: [C:1]([O:5][C:6]([N:8]1[CH2:13][CH2:12][CH:11]([CH2:14][CH2:15][CH2:16][CH:17]([C:19]2[O:20][C:21]([C:24]([OH:26])=[O:25])=[CH:22][N:23]=2)[OH:18])[CH2:10][CH2:9]1)=[O:7])([CH3:4])([CH3:3])[CH3:2].CC(OI1(OC(C)=O)(OC(C)=O)OC(=O)C2C=CC=CC1=2)=O. (7) Given the product [F:15][C:16]1[CH:17]=[C:18]([O:22][CH:23]2[CH2:24][CH2:25][N:26]([C:29]([C@@H:30]([NH:34][C:47]([C:38]3[C:37]([OH:36])=[N:46][C:45]4[C:40](=[CH:41][CH:42]=[CH:43][CH:44]=4)[N:39]=3)=[O:48])[CH:31]([CH3:33])[CH3:32])=[O:35])[CH2:27][CH2:28]2)[CH:19]=[N:20][CH:21]=1, predict the reactants needed to synthesize it. The reactants are: Cl.C(N=C=NCCCN(C)C)C.Cl.Cl.[F:15][C:16]1[CH:17]=[C:18]([O:22][CH:23]2[CH2:28][CH2:27][N:26]([C:29](=[O:35])[C@@H:30]([NH2:34])[CH:31]([CH3:33])[CH3:32])[CH2:25][CH2:24]2)[CH:19]=[N:20][CH:21]=1.[OH:36][C:37]1[C:38]([C:47](O)=[O:48])=[N:39][C:40]2[C:45]([N:46]=1)=[CH:44][CH:43]=[CH:42][CH:41]=2.O.ON1C2C=CC=CC=2N=N1.CN1CCOCC1. (8) Given the product [Cl:1][C:2]1[CH:3]=[C:4]([CH:8]([OH:9])[C:10]2[CH:14]=[C:13]([CH:28]=[O:29])[O:12][CH:11]=2)[CH:5]=[CH:6][CH:7]=1, predict the reactants needed to synthesize it. The reactants are: [Cl:1][C:2]1[CH:3]=[C:4]([CH:8]([C:10]2[CH:14]=[CH:13][O:12][CH:11]=2)[OH:9])[CH:5]=[CH:6][CH:7]=1.[Li]C(C)(C)C.CCCCC.CN([CH:28]=[O:29])C.[NH4+].[Cl-].